Task: Predict the reaction yield, written as a fraction of the theoretical maximum amount of product (1.0 means a 100% yield; for example, 0.34 means a 34% yield).. Dataset: Reaction yield outcomes from USPTO patents with 853,638 reactions (1) The reactants are [Br:1][C:2]1[CH:3]=[CH:4][CH:5]=[C:6]2[C:11]=1[N:10]=[C:9]([Cl:12])[C:8]([CH:13]=O)=[CH:7]2.[CH3:15][C:16]([S@:19]([NH2:21])=[O:20])([CH3:18])[CH3:17]. The catalyst is CC(C)[O-].[Ti+4].CC(C)[O-].CC(C)[O-].CC(C)[O-]. The product is [Br:1][C:2]1[CH:3]=[CH:4][CH:5]=[C:6]2[C:11]=1[N:10]=[C:9]([Cl:12])[C:8](/[CH:13]=[N:21]/[S@@:19]([C:16]([CH3:18])([CH3:17])[CH3:15])=[O:20])=[CH:7]2. The yield is 0.870. (2) The reactants are [F:1][C:2]([F:25])([F:24])[C:3]1[CH:4]=[C:5]([NH:13][C:14](=[O:23])[C:15]2[CH:20]=[C:19]([Cl:21])[CH:18]=[CH:17][C:16]=2[OH:22])[CH:6]=[C:7]([C:9]([F:12])([F:11])[F:10])[CH:8]=1.N1C=CC=CC=1.[C:32](Cl)(=[O:34])[CH3:33]. The catalyst is O1CCCC1. The product is [C:32]([O:22][C:16]1[CH:17]=[CH:18][C:19]([Cl:21])=[CH:20][C:15]=1[C:14]([NH:13][C:5]1[CH:6]=[C:7]([C:9]([F:10])([F:11])[F:12])[CH:8]=[C:3]([C:2]([F:1])([F:24])[F:25])[CH:4]=1)=[O:23])(=[O:34])[CH3:33]. The yield is 0.830.